Dataset: Catalyst prediction with 721,799 reactions and 888 catalyst types from USPTO. Task: Predict which catalyst facilitates the given reaction. (1) Reactant: [CH3:1][Si](C=[N+]=[N-])(C)C.[C:8]1([C:14]#[C:15][C:16]2[CH:17]=[N:18][CH:19]=[C:20]([CH:24]=2)[C:21]([OH:23])=[O:22])[CH:13]=[CH:12][CH:11]=[CH:10][CH:9]=1.C(OCC)C. Product: [CH3:1][O:22][C:21](=[O:23])[C:20]1[CH:24]=[C:16]([C:15]#[C:14][C:8]2[CH:9]=[CH:10][CH:11]=[CH:12][CH:13]=2)[CH:17]=[N:18][CH:19]=1. The catalyst class is: 5. (2) Reactant: [C:1]1([O:9][CH3:10])[C:2](=[CH:5][CH:6]=[CH:7][CH:8]=1)[O:3][CH3:4].[Li]CCCC.[F:16][C:17]1[CH:22]=[CH:21][C:20]([CH2:23][CH2:24][N:25]2[CH2:30][CH2:29][CH:28]([CH:31]=[O:32])[CH2:27][CH2:26]2)=[CH:19][CH:18]=1. Product: [CH3:4][O:3][C:2]1[C:1]([O:9][CH3:10])=[CH:8][CH:7]=[CH:6][C:5]=1[CH:31]([CH:28]1[CH2:29][CH2:30][N:25]([CH2:24][CH2:23][C:20]2[CH:21]=[CH:22][C:17]([F:16])=[CH:18][CH:19]=2)[CH2:26][CH2:27]1)[OH:32]. The catalyst class is: 134. (3) Reactant: [NH2:1][C:2]1[S:3][C:4]([CH2:11][CH3:12])=[CH:5][C:6]=1[C:7](OC)=[O:8].[O-:13][C:14]#[N:15].[K+]. Product: [CH2:11]([C:4]1[S:3][CH:2]2[N:1]=[C:14]([OH:13])[N:15]=[C:7]([OH:8])[CH:6]2[CH:5]=1)[CH3:12]. The catalyst class is: 86.